This data is from Reaction yield outcomes from USPTO patents with 853,638 reactions. The task is: Predict the reaction yield, written as a fraction of the theoretical maximum amount of product (1.0 means a 100% yield; for example, 0.34 means a 34% yield). (1) The reactants are [C:1]1([CH2:7][N:8]2[CH2:13][CH2:12][CH:11]([NH2:14])[CH2:10][CH2:9]2)[CH:6]=[CH:5][CH:4]=[CH:3][CH:2]=1.[C:15](O)(=[O:18])[CH2:16][OH:17].OC1C2N=NNC=2C=CC=1. The catalyst is CN(C=O)C.CC#N. The product is [OH:18][CH2:15][C:16]([NH:14][CH:11]1[CH2:12][CH2:13][N:8]([CH2:7][C:1]2[CH:2]=[CH:3][CH:4]=[CH:5][CH:6]=2)[CH2:9][CH2:10]1)=[O:17]. The yield is 0.330. (2) The reactants are [Cl:1][C:2]1[CH:3]=[C:4]2[C:9](=[CH:10][C:11]=1[O:12][C:13]1[CH:18]=[CH:17][C:16]([C:19](=[O:34])[NH:20][CH:21]3[CH2:26][CH2:25][CH2:24][CH:23]([C:27]4[CH:32]=[CH:31][C:30]([Cl:33])=[CH:29][CH:28]=4)[CH2:22]3)=[CH:15][CH:14]=1)[O:8][CH2:7][CH2:6][CH:5]2[C:35]([OH:37])=[O:36].C[O-].[Na+:40]. The catalyst is CO. The product is [Cl:1][C:2]1[CH:3]=[C:4]2[C:9](=[CH:10][C:11]=1[O:12][C:13]1[CH:14]=[CH:15][C:16]([C:19](=[O:34])[NH:20][CH:21]3[CH2:26][CH2:25][CH2:24][CH:23]([C:27]4[CH:28]=[CH:29][C:30]([Cl:33])=[CH:31][CH:32]=4)[CH2:22]3)=[CH:17][CH:18]=1)[O:8][CH2:7][CH2:6][CH:5]2[C:35]([O-:37])=[O:36].[Na+:40]. The yield is 0.991. (3) The reactants are C[O:2][C:3]([C:5]1[CH:6]=[C:7]2[C:12](=[CH:13][CH:14]=1)[N:11]=[CH:10][C:9]([O:15][C:16]1[C:21]([Cl:22])=[CH:20][C:19]([NH:23][S:24]([C:27]3[CH:32]=[CH:31][C:30]([Cl:33])=[CH:29][C:28]=3[Cl:34])(=[O:26])=[O:25])=[CH:18][C:17]=1[Cl:35])=[CH:8]2)=[O:4].[OH-].[Na+].Cl. The catalyst is C1COCC1.CO. The product is [Cl:22][C:21]1[CH:20]=[C:19]([NH:23][S:24]([C:27]2[CH:32]=[CH:31][C:30]([Cl:33])=[CH:29][C:28]=2[Cl:34])(=[O:26])=[O:25])[CH:18]=[C:17]([Cl:35])[C:16]=1[O:15][C:9]1[CH:10]=[N:11][C:12]2[C:7]([CH:8]=1)=[CH:6][C:5]([C:3]([OH:4])=[O:2])=[CH:14][CH:13]=2. The yield is 0.780. (4) The reactants are C(N(C(C)C)CC)(C)C.Cl.COC(=O)[C@H](C[C:17]([C:19]1[S:20][CH:21]=[CH:22][CH:23]=1)=[O:18])N.[Cl:25][C:26]1[CH:34]=[C:33]([C:35]([NH:37][CH2:38][C:39]2[CH:44]=[C:43]([OH:45])[CH:42]=[C:41]([OH:46])[CH:40]=2)=[O:36])[CH:32]=[CH:31][C:27]=1[C:28]([OH:30])=O.CN(C(O[N:55]1N=[N:62][C:57]2[CH:58]=CC=C[C:56]1=2)=[N+](C)C)C.F[P-](F)(F)(F)(F)F.C1C=CC2N([OH:80])N=NC=2C=1.CN(C)[CH:83]=[O:84]. No catalyst specified. The product is [Cl:25][C:26]1[CH:34]=[C:33]([C:35]([NH:37][CH2:38][C:39]2[CH:44]=[C:43]([OH:45])[CH:42]=[C:41]([OH:46])[CH:40]=2)=[O:36])[CH:32]=[CH:31][C:27]=1[C:28]([NH:62][C@H:57]([C:58]([O:84][CH3:83])=[O:80])[CH2:56][NH:55][C:17]([C:19]1[S:20][CH:21]=[CH:22][CH:23]=1)=[O:18])=[O:30]. The yield is 0.410. (5) The reactants are [CH2:1]([O:3][C:4](=[O:15])[CH2:5][CH2:6][CH2:7][CH2:8][CH2:9][CH2:10][CH2:11][CH2:12][CH2:13][OH:14])[CH3:2].[C:16]12([NH:26][C:27](=[O:35])[NH:28][CH2:29][CH2:30][CH2:31][C:32](O)=[O:33])[CH2:25][CH:20]3[CH2:21][CH:22]([CH2:24][CH:18]([CH2:19]3)[CH2:17]1)[CH2:23]2.CCN=C=NCCCN(C)C.CN(C1C=CN=CC=1)C. No catalyst specified. The product is [CH2:1]([O:3][C:4](=[O:15])[CH2:5][CH2:6][CH2:7][CH2:8][CH2:9][CH2:10][CH2:11][CH2:12][CH2:13][O:14][C:32](=[O:33])[CH2:31][CH2:30][CH2:29][NH:28][C:27]([NH:26][C:16]12[CH2:17][CH:18]3[CH2:19][CH:20]([CH2:21][CH:22]([CH2:24]3)[CH2:23]1)[CH2:25]2)=[O:35])[CH3:2]. The yield is 0.600. (6) The reactants are [F:1][C:2]1[CH:7]=[C:6]([N+:8]([O-:10])=[O:9])[CH:5]=[CH:4][C:3]=1[NH2:11].[Br:12]Br.C([O-])(O)=O.[Na+]. The catalyst is CC(O)=O. The product is [Br:12][C:4]1[CH:5]=[C:6]([N+:8]([O-:10])=[O:9])[CH:7]=[C:2]([F:1])[C:3]=1[NH2:11]. The yield is 0.970.